Dataset: Reaction yield outcomes from USPTO patents with 853,638 reactions. Task: Predict the reaction yield, written as a fraction of the theoretical maximum amount of product (1.0 means a 100% yield; for example, 0.34 means a 34% yield). The reactants are Br[C:2]1[CH2:7][CH2:6][CH2:5][CH2:4][CH:3]=1.[Li]C(C)(C)C.CCCCC.[Si:18]([O:25][CH2:26][CH2:27][CH2:28][C:29]([C:31]1[CH:35]=[C:34]([CH2:36][O:37][Si:38]([CH:45]([CH3:47])[CH3:46])([CH:42]([CH3:44])[CH3:43])[CH:39]([CH3:41])[CH3:40])[S:33][CH:32]=1)=[O:30])([C:21]([CH3:24])([CH3:23])[CH3:22])([CH3:20])[CH3:19].C1CCCCC=1. The catalyst is C1COCC1. The product is [Si:18]([O:25][CH2:26][CH2:27][CH2:28][C:29]([C:2]1[CH2:7][CH2:6][CH2:5][CH2:4][CH:3]=1)([C:31]1[CH:35]=[C:34]([CH2:36][O:37][Si:38]([CH:39]([CH3:41])[CH3:40])([CH:45]([CH3:47])[CH3:46])[CH:42]([CH3:43])[CH3:44])[S:33][CH:32]=1)[OH:30])([C:21]([CH3:23])([CH3:22])[CH3:24])([CH3:20])[CH3:19]. The yield is 0.910.